From a dataset of NCI-60 drug combinations with 297,098 pairs across 59 cell lines. Regression. Given two drug SMILES strings and cell line genomic features, predict the synergy score measuring deviation from expected non-interaction effect. Drug 1: C1=CC(=CC=C1CCCC(=O)O)N(CCCl)CCCl. Drug 2: CCCCC(=O)OCC(=O)C1(CC(C2=C(C1)C(=C3C(=C2O)C(=O)C4=C(C3=O)C=CC=C4OC)O)OC5CC(C(C(O5)C)O)NC(=O)C(F)(F)F)O. Cell line: A498. Synergy scores: CSS=18.0, Synergy_ZIP=-7.36, Synergy_Bliss=-6.97, Synergy_Loewe=-5.24, Synergy_HSA=-5.17.